This data is from Full USPTO retrosynthesis dataset with 1.9M reactions from patents (1976-2016). The task is: Predict the reactants needed to synthesize the given product. (1) Given the product [C:44]1([S:41]([N:29]2[C:30]3[N:31]=[CH:32][N:33]=[C:34]([CH:36]4[CH2:40][CH2:39][CH2:38][CH2:37]4)[C:35]=3[C:27]([CH2:25][C:22]3[CH:23]=[CH:24][C:19]([NH:7][CH2:8][C:9]4[CH:10]=[N:11][C:12]([C:15]([F:16])([F:17])[F:18])=[CH:13][CH:14]=4)=[N:20][CH:21]=3)=[CH:28]2)(=[O:42])=[O:43])[CH:49]=[CH:48][CH:47]=[CH:46][CH:45]=1, predict the reactants needed to synthesize it. The reactants are: C(OC(=O)[N:7]([C:19]1[CH:24]=[CH:23][C:22]([CH:25]([C:27]2[C:35]3[C:34]([CH:36]4[CH2:40][CH2:39][CH2:38][CH2:37]4)=[N:33][CH:32]=[N:31][C:30]=3[N:29]([S:41]([C:44]3[CH:49]=[CH:48][CH:47]=[CH:46][CH:45]=3)(=[O:43])=[O:42])[CH:28]=2)O)=[CH:21][N:20]=1)[CH2:8][C:9]1[CH:10]=[N:11][C:12]([C:15]([F:18])([F:17])[F:16])=[CH:13][CH:14]=1)(C)(C)C.FC(F)(F)C(O)=O.C([SiH](CC)CC)C.C(#N)C. (2) Given the product [Br:1][C:2]1[CH:3]=[CH:4][C:5]([N:8]2[CH2:13][CH2:12][N:11]([S:14]([CH2:17][CH:18]([N:28]([OH:29])[CH:34]=[O:33])[CH2:19][CH2:20][CH2:21][C:22]3[N:27]=[CH:26][CH:25]=[CH:24][N:23]=3)(=[O:16])=[O:15])[CH2:10][CH2:9]2)=[CH:6][CH:7]=1, predict the reactants needed to synthesize it. The reactants are: [Br:1][C:2]1[CH:7]=[CH:6][C:5]([N:8]2[CH2:13][CH2:12][N:11]([S:14](/[CH:17]=[CH:18]/[CH2:19][CH2:20][CH2:21][C:22]3[N:27]=[CH:26][CH:25]=[CH:24][N:23]=3)(=[O:16])=[O:15])[CH2:10][CH2:9]2)=[CH:4][CH:3]=1.[NH2:28][OH:29].C1[CH2:34][O:33]CC1.